This data is from Peptide-MHC class I binding affinity with 185,985 pairs from IEDB/IMGT. The task is: Regression. Given a peptide amino acid sequence and an MHC pseudo amino acid sequence, predict their binding affinity value. This is MHC class I binding data. (1) The peptide sequence is ALMDYGFRV. The MHC is HLA-A02:19 with pseudo-sequence HLA-A02:19. The binding affinity (normalized) is 1.00. (2) The peptide sequence is VPRRKAKII. The MHC is HLA-A01:01 with pseudo-sequence HLA-A01:01. The binding affinity (normalized) is 0. (3) The peptide sequence is YLALYNKYKY. The MHC is HLA-A24:02 with pseudo-sequence HLA-A24:02. The binding affinity (normalized) is 0.0913. (4) The peptide sequence is AYSLTLQGL. The MHC is HLA-A24:02 with pseudo-sequence HLA-A24:02. The binding affinity (normalized) is 0.648. (5) The peptide sequence is SQRVEFLEY. The MHC is HLA-A80:01 with pseudo-sequence HLA-A80:01. The binding affinity (normalized) is 0.481. (6) The peptide sequence is RQLESRLGY. The MHC is HLA-B40:01 with pseudo-sequence HLA-B40:01. The binding affinity (normalized) is 0.240. (7) The peptide sequence is TLLCLIPTA. The MHC is HLA-A02:17 with pseudo-sequence HLA-A02:17. The binding affinity (normalized) is 0.153. (8) The peptide sequence is YNAKRIETV. The MHC is HLA-B15:01 with pseudo-sequence HLA-B15:01. The binding affinity (normalized) is 0.0847. (9) The peptide sequence is AVSRGSAKLQ. The MHC is HLA-A30:01 with pseudo-sequence HLA-A30:01. The binding affinity (normalized) is 0.338.